From a dataset of Peptide-MHC class I binding affinity with 185,985 pairs from IEDB/IMGT. Regression. Given a peptide amino acid sequence and an MHC pseudo amino acid sequence, predict their binding affinity value. This is MHC class I binding data. (1) The peptide sequence is TKDAERGKL. The MHC is HLA-A01:01 with pseudo-sequence HLA-A01:01. The binding affinity (normalized) is 0.0847. (2) The peptide sequence is IIYKVAPL. The MHC is H-2-Db with pseudo-sequence H-2-Db. The binding affinity (normalized) is 0.524. (3) The peptide sequence is WVAEIQPQW. The MHC is HLA-B58:01 with pseudo-sequence HLA-B58:01. The binding affinity (normalized) is 0.625.